Predict the reactants needed to synthesize the given product. From a dataset of Full USPTO retrosynthesis dataset with 1.9M reactions from patents (1976-2016). (1) Given the product [CH:1]1([C:43]2[C:48]([C:49]3[CH:54]=[CH:53][C:52]([F:55])=[CH:51][C:50]=3[F:56])=[C:47]([F:57])[C:46]([O:58][CH3:59])=[C:45]([CH:60]=[O:61])[CH:44]=2)[CH2:3][CH2:2]1, predict the reactants needed to synthesize it. The reactants are: [CH:1]1(B(O)O)[CH2:3][CH2:2]1.C1(P(C2CCCCC2)C2C=CC=CC=2C2C(OC)=CC=CC=2OC)CCCCC1.C(=O)([O-])[O-].[Na+].[Na+].Br[C:43]1[C:48]([C:49]2[CH:54]=[CH:53][C:52]([F:55])=[CH:51][C:50]=2[F:56])=[C:47]([F:57])[C:46]([O:58][CH3:59])=[C:45]([CH:60]=[O:61])[CH:44]=1. (2) Given the product [NH2:1][C:2]1[N:7]=[C:6]([C:8]2[CH:9]=[CH:10][CH:11]=[CH:12][CH:13]=2)[C:5]([C:14]2[CH:15]=[CH:16][C:17](=[O:20])[N:18]([CH:29]([CH3:33])[CH2:30][O:31][CH3:32])[N:19]=2)=[CH:4][C:3]=1[Cl:21], predict the reactants needed to synthesize it. The reactants are: [NH2:1][C:2]1[N:7]=[C:6]([C:8]2[CH:13]=[CH:12][CH:11]=[CH:10][CH:9]=2)[C:5]([C:14]2[CH:15]=[CH:16][C:17](=[O:20])[NH:18][N:19]=2)=[CH:4][C:3]=1[Cl:21].[H-].[Na+].CS(O[CH:29]([CH3:33])[CH2:30][O:31][CH3:32])(=O)=O.O. (3) Given the product [CH2:1]([O:8][NH:9][C@H:10]1[CH2:15][N:14]([C:16]([O:18][C:19]([CH3:21])([CH3:22])[CH3:20])=[O:17])[C@H:13]([C:23]([O:25][C:27]2[CH:32]=[CH:31][C:30]([S:33](=[O:35])(=[O:34])[NH2:36])=[CH:29][CH:28]=2)=[O:24])[CH2:12][CH2:11]1)[C:2]1[CH:3]=[CH:4][CH:5]=[CH:6][CH:7]=1, predict the reactants needed to synthesize it. The reactants are: [CH2:1]([O:8][NH:9][C@H:10]1[CH2:15][N:14]([C:16]([O:18][C:19]([CH3:22])([CH3:21])[CH3:20])=[O:17])[C@H:13]([C:23]([OH:25])=[O:24])[CH2:12][CH2:11]1)[C:2]1[CH:7]=[CH:6][CH:5]=[CH:4][CH:3]=1.O[C:27]1[CH:32]=[CH:31][C:30]([S:33]([NH2:36])(=[O:35])=[O:34])=[CH:29][CH:28]=1.Cl.C(N=C=NCCCN(C)C)C. (4) Given the product [Br:1][C:2]1[CH:3]=[CH:4][C:5]2[C:13](=[O:14])[C:12](=[O:15])[C:11]3[N:10]([CH2:24][C:25]([O:27][C:28]([CH3:31])([CH3:30])[CH3:29])=[O:26])[C:9]([CH3:16])=[C:8]([C:17]([O:19][CH2:20][CH3:21])=[O:18])[C:7]=3[C:6]=2[CH:22]=1, predict the reactants needed to synthesize it. The reactants are: [Br:1][C:2]1[CH:3]=[CH:4][C:5]2[C:13](=[O:14])[C:12](=[O:15])[C:11]3[NH:10][C:9]([CH3:16])=[C:8]([C:17]([O:19][CH2:20][CH3:21])=[O:18])[C:7]=3[C:6]=2[CH:22]=1.Br[CH2:24][C:25]([O:27][C:28]([CH3:31])([CH3:30])[CH3:29])=[O:26].C([O-])([O-])=O.[K+].[K+]. (5) Given the product [I:1][C:2]1[CH:3]=[CH:4][C:5]([O:6][CH2:7][C:8]([NH:13][C:14]2[CH:15]=[C:16]([CH:20]=[CH:21][CH:22]=2)[C:17]([NH2:19])=[O:18])=[O:10])=[CH:11][CH:12]=1, predict the reactants needed to synthesize it. The reactants are: [I:1][C:2]1[CH:12]=[CH:11][C:5]([O:6][CH2:7][C:8]([OH:10])=O)=[CH:4][CH:3]=1.[NH2:13][C:14]1[CH:15]=[C:16]([CH:20]=[CH:21][CH:22]=1)[C:17]([NH2:19])=[O:18].Cl.CN(C)CCCN=C=NCC.ON1C2C=CC=CC=2N=N1.C(N(CC)C(C)C)(C)C.